Dataset: Forward reaction prediction with 1.9M reactions from USPTO patents (1976-2016). Task: Predict the product of the given reaction. (1) Given the reactants Cl.[NH2:2][CH2:3][CH2:4][CH2:5][CH2:6][NH:7][C:8]([C@@H:10]([NH:15][C:16]([C:18]1[S:19][C:20]2[CH:26]=[CH:25][CH:24]=[CH:23][C:21]=2[CH:22]=1)=[O:17])[CH2:11][CH:12]([CH3:14])[CH3:13])=[O:9].[Cl:27][C:28]1[CH:33]=[C:32]([Cl:34])[CH:31]=[CH:30][C:29]=1[S:35](Cl)(=[O:37])=[O:36].CCN(CC)CC, predict the reaction product. The product is: [Cl:27][C:28]1[CH:33]=[C:32]([Cl:34])[CH:31]=[CH:30][C:29]=1[S:35]([NH:2][CH2:3][CH2:4][CH2:5][CH2:6][NH:7][C:8]([C@@H:10]([NH:15][C:16]([C:18]1[S:19][C:20]2[CH:26]=[CH:25][CH:24]=[CH:23][C:21]=2[CH:22]=1)=[O:17])[CH2:11][CH:12]([CH3:13])[CH3:14])=[O:9])(=[O:37])=[O:36]. (2) Given the reactants [CH2:1]([O:3][C:4](=[O:27])[CH2:5][C:6]1[CH:11]=[CH:10][C:9]([Cl:12])=[C:8]([O:13][C:14]2[CH:19]=[CH:18][C:17]([NH2:20])=[CH:16][C:15]=2[CH2:21][S:22][C:23]([CH3:26])([CH3:25])[CH3:24])[CH:7]=1)[CH3:2].[Cl:28][C:29]1[CH:37]=[CH:36][C:32]([C:33](Cl)=[O:34])=[CH:31][CH:30]=1, predict the reaction product. The product is: [CH2:1]([O:3][C:4](=[O:27])[CH2:5][C:6]1[CH:11]=[CH:10][C:9]([Cl:12])=[C:8]([O:13][C:14]2[CH:19]=[CH:18][C:17]([NH:20][C:33](=[O:34])[C:32]3[CH:36]=[CH:37][C:29]([Cl:28])=[CH:30][CH:31]=3)=[CH:16][C:15]=2[CH2:21][S:22][C:23]([CH3:26])([CH3:25])[CH3:24])[CH:7]=1)[CH3:2]. (3) Given the reactants [CH3:1][CH2:2][CH2:3][C:4]1[N:8]([CH2:9][C:10]2[CH:15]=[CH:14][C:13]([C:16]3[C:21]([C:22]4[N:26](C(C5C=CC=CC=5)(C5C=CC=CC=5)C5C=CC=CC=5)[N:25]=[N:24][N:23]=4)=[CH:20][CH:19]=[CH:18][CH:17]=3)=[CH:12][CH:11]=2)[C:7]([C:46]([O:48][CH2:49][C:50]2[O:55][C:53](=[O:54])[O:52][C:51]=2[CH3:56])=[O:47])=[C:6]([C:57]([OH:60])([CH3:59])[CH3:58])[N:5]=1.S(=O)(=O)(O)O, predict the reaction product. The product is: [CH3:1][CH2:2][CH2:3][C:4]1[N:8]([CH2:9][C:10]2[CH:11]=[CH:12][C:13]([C:16]3[CH:17]=[CH:18][CH:19]=[CH:20][C:21]=3[C:22]3[NH:26][N:25]=[N:24][N:23]=3)=[CH:14][CH:15]=2)[C:7]([C:46]([O:48][CH2:49][C:50]2[O:55][C:53](=[O:54])[O:52][C:51]=2[CH3:56])=[O:47])=[C:6]([C:57]([OH:60])([CH3:59])[CH3:58])[N:5]=1. (4) Given the reactants [CH3:1][O:2][C:3]1[CH:30]=[CH:29][C:6]([CH2:7][N:8]2[C:12]3=[N:13][C:14]([NH:17][CH2:18][C:19]4[CH:24]=[CH:23][C:22]([O:25][CH3:26])=[CH:21][CH:20]=4)=[CH:15][CH:16]=[C:11]3[C:10]([CH2:27]O)=[N:9]2)=[CH:5][CH:4]=1.S(Cl)([Cl:33])=O.C([O-])(O)=O.[Na+], predict the reaction product. The product is: [Cl:33][CH2:27][C:10]1[C:11]2[C:12](=[N:13][C:14]([NH:17][CH2:18][C:19]3[CH:24]=[CH:23][C:22]([O:25][CH3:26])=[CH:21][CH:20]=3)=[CH:15][CH:16]=2)[N:8]([CH2:7][C:6]2[CH:29]=[CH:30][C:3]([O:2][CH3:1])=[CH:4][CH:5]=2)[N:9]=1. (5) Given the reactants [Cl:1][C:2]1[N:7]=[C:6]([NH:8][C@H:9]2[CH2:14][CH2:13][C@H:12]([NH:15][C:16](=[O:22])[O:17][C:18]([CH3:21])([CH3:20])[CH3:19])[CH2:11][CH2:10]2)[CH:5]=[C:4]([C:23]2[C:31]3[C:26](=[N:27][CH:28]=[C:29]([O:32]C)[CH:30]=3)[N:25]([S:34]([C:37]3[CH:42]=[CH:41][CH:40]=[CH:39][CH:38]=3)(=[O:36])=[O:35])[CH:24]=2)[CH:3]=1.B(Br)(Br)Br.C(N(CC)CC)C.CC(OC(OC(OC(C)(C)C)=O)=O)(C)C, predict the reaction product. The product is: [Cl:1][C:2]1[N:7]=[C:6]([NH:8][C@H:9]2[CH2:14][CH2:13][C@H:12]([NH:15][C:16](=[O:22])[O:17][C:18]([CH3:21])([CH3:20])[CH3:19])[CH2:11][CH2:10]2)[CH:5]=[C:4]([C:23]2[C:31]3[C:26](=[N:27][CH:28]=[C:29]([OH:32])[CH:30]=3)[N:25]([S:34]([C:37]3[CH:42]=[CH:41][CH:40]=[CH:39][CH:38]=3)(=[O:36])=[O:35])[CH:24]=2)[CH:3]=1. (6) Given the reactants [C:1]1([CH3:11])[CH:6]=[CH:5][C:4]([CH2:7][C:8]([OH:10])=O)=[CH:3][CH:2]=1.[NH2:12][C:13]1[S:14][C:15]([CH3:18])=[CH:16][N:17]=1.Cl.CN(C)CCCN=C=NCC.ON1C2C=CC=CC=2N=N1.C(N(CC)C(C)C)(C)C, predict the reaction product. The product is: [CH3:18][C:15]1[S:14][C:13]([NH:12][C:8](=[O:10])[CH2:7][C:4]2[CH:3]=[CH:2][C:1]([CH3:11])=[CH:6][CH:5]=2)=[N:17][CH:16]=1. (7) Given the reactants Cl[C:2]1[N:7]2[N:8]=[C:9]([CH:11]([CH3:13])[CH3:12])[N:10]=[C:6]2[N:5]=[C:4]([CH3:14])[C:3]=1[CH:15]([CH2:20][CH2:21][CH3:22])[C:16]([O:18][CH3:19])=[O:17].[C:23]1([CH3:32])[CH:28]=[CH:27][C:26](B(O)O)=[CH:25][CH:24]=1.C(N(C(C)C)CC)(C)C.Cl, predict the reaction product. The product is: [CH:11]([C:9]1[N:10]=[C:6]2[N:5]=[C:4]([CH3:14])[C:3]([CH:15]([CH2:20][CH2:21][CH3:22])[C:16]([O:18][CH3:19])=[O:17])=[C:2]([C:26]3[CH:27]=[CH:28][C:23]([CH3:32])=[CH:24][CH:25]=3)[N:7]2[N:8]=1)([CH3:13])[CH3:12].